Dataset: Reaction yield outcomes from USPTO patents with 853,638 reactions. Task: Predict the reaction yield, written as a fraction of the theoretical maximum amount of product (1.0 means a 100% yield; for example, 0.34 means a 34% yield). (1) The reactants are [F:1][C:2]1[C:3]([CH3:25])=[C:4]([C@:8]2([C:21]([O:23][CH3:24])=[O:22])[CH2:12][CH2:11][C:10](OS(C(F)(F)F)(=O)=O)=[CH:9]2)[CH:5]=[CH:6][CH:7]=1.CC1(C)C(C)(C)OB([C:34]2[CH:42]=[C:41]3[C:37]([CH:38]=[N:39][NH:40]3)=[CH:36][CH:35]=2)O1. No catalyst specified. The product is [F:1][C:2]1[C:3]([CH3:25])=[C:4]([C@:8]2([C:21]([O:23][CH3:24])=[O:22])[CH2:12][CH2:11][C:10]([C:34]3[CH:42]=[C:41]4[C:37]([CH:38]=[N:39][NH:40]4)=[CH:36][CH:35]=3)=[CH:9]2)[CH:5]=[CH:6][CH:7]=1. The yield is 0.560. (2) The reactants are Br[CH2:2][C:3]#[N:4].[Cl:5][C:6]1[CH:7]=[C:8]([NH:13][C:14]2[C:23]3[C:18](=[CH:19][C:20]([OH:26])=[C:21]([O:24][CH3:25])[CH:22]=3)[N:17]=[CH:16][N:15]=2)[CH:9]=[CH:10][C:11]=1[Cl:12].C(=O)([O-])[O-].[K+].[K+]. The catalyst is CN(C=O)C. The product is [Cl:5][C:6]1[CH:7]=[C:8]([NH:13][C:14]2[C:23]3[C:18](=[CH:19][C:20]([O:26][CH2:2][C:3]#[N:4])=[C:21]([O:24][CH3:25])[CH:22]=3)[N:17]=[CH:16][N:15]=2)[CH:9]=[CH:10][C:11]=1[Cl:12]. The yield is 0.910.